Predict the reaction yield, written as a fraction of the theoretical maximum amount of product (1.0 means a 100% yield; for example, 0.34 means a 34% yield). From a dataset of Reaction yield outcomes from USPTO patents with 853,638 reactions. (1) The reactants are C([N:8]1[CH2:13][CH2:12][C@@H:11]([CH:14]2[CH2:16][CH2:15]2)[C@H:10]([NH:17][C:18](=[O:24])[O:19][C:20]([CH3:23])([CH3:22])[CH3:21])[CH2:9]1)C1C=CC=CC=1.[H][H]. The catalyst is CO.[Pd]. The product is [C:20]([O:19][C:18](=[O:24])[NH:17][C@H:10]1[C@H:11]([CH:14]2[CH2:15][CH2:16]2)[CH2:12][CH2:13][NH:8][CH2:9]1)([CH3:23])([CH3:21])[CH3:22]. The yield is 1.00. (2) The reactants are [C:1]([O:5][C:6]([NH:8][C@H:9]1[C@H:14]([O:15][Si:16]([C:19]([CH3:22])([CH3:21])[CH3:20])([CH3:18])[CH3:17])[CH2:13][CH2:12][N:11](C(OCC2C=CC=CC=2)=O)[CH2:10]1)=[O:7])([CH3:4])([CH3:3])[CH3:2]. The catalyst is [Pd].CCO.CCOC(C)=O. The product is [Si:16]([O:15][C@@H:14]1[CH2:13][CH2:12][NH:11][CH2:10][C@H:9]1[NH:8][C:6](=[O:7])[O:5][C:1]([CH3:4])([CH3:3])[CH3:2])([C:19]([CH3:22])([CH3:21])[CH3:20])([CH3:18])[CH3:17]. The yield is 0.990. (3) The reactants are [NH2:1][C:2]12[CH2:9][CH:8]3[CH2:10][C:4]([N:11]4[CH2:15][CH2:14][CH2:13][C:12]4=[O:16])([CH2:5][CH:6]1[CH2:7]3)[CH2:3]2.C([O-])([O-])=O.[K+].[K+].Cl[CH2:24][C:25]([N:27]1[CH2:31][CH2:30][CH2:29][C@H:28]1[C:32]#[N:33])=[O:26]. The catalyst is CS(C)=O.CCOC(C)=O. The product is [O:16]=[C:12]1[CH2:13][CH2:14][CH2:15][N:11]1[C:4]12[CH2:10][CH:8]3[CH2:9][C:2]([NH:1][CH2:24][C:25]([N:27]4[CH2:31][CH2:30][CH2:29][C@H:28]4[C:32]#[N:33])=[O:26])([CH2:3]1)[CH:6]([CH2:7]3)[CH2:5]2. The yield is 0.400. (4) The yield is 0.550. The reactants are N1C2C(=CC=CC=2)C=CC=1.[CH3:11][C:12]([OH:27])([C:14]#[C:15][CH:16]([OH:26])[CH2:17][CH:18]([CH3:25])[CH2:19]/[CH:20]=[CH:21]\[CH2:22][CH2:23][CH3:24])[CH3:13]. The catalyst is C(O)C.[Pd]. The product is [CH3:11][C:12]([OH:27])(/[CH:14]=[CH:15]\[CH:16]([OH:26])[CH2:17][CH:18]([CH3:25])[CH2:19]/[CH:20]=[CH:21]\[CH2:22][CH2:23][CH3:24])[CH3:13]. (5) The reactants are [CH2:1]([C:3]1[N:4]=[C:5]([CH2:27][CH2:28][CH3:29])[N:6]([CH2:12][C:13]2[CH:18]=[CH:17][C:16]([C:19]3[C:20]([C:25]#[N:26])=[CH:21][CH:22]=[CH:23][CH:24]=3)=[CH:15][CH:14]=2)[C:7](=[O:11])[C:8]=1[CH:9]=[O:10])[CH3:2].P([O-])(O)(O)=[O:31].[Na+].CC(=CC)C.Cl([O-])=O.[Na+]. The catalyst is C(O)(C)(C)C.C(OCC)(=O)C.O. The product is [C:25]([C:20]1[CH:21]=[CH:22][CH:23]=[CH:24][C:19]=1[C:16]1[CH:17]=[CH:18][C:13]([CH2:12][N:6]2[C:7](=[O:11])[C:8]([C:9]([OH:31])=[O:10])=[C:3]([CH2:1][CH3:2])[N:4]=[C:5]2[CH2:27][CH2:28][CH3:29])=[CH:14][CH:15]=1)#[N:26]. The yield is 1.00. (6) The reactants are [F:1][C:2]1[CH:3]=[C:4]([CH2:9][C:10]([OH:12])=O)[CH:5]=[CH:6][C:7]=1[F:8].C(Cl)(=O)C(Cl)=O.[NH2:19][C:20](=[N:26]O)[C:21]([O:23][CH2:24][CH3:25])=[O:22].C(N(CC)C(C)C)(C)C. The catalyst is ClCCl.N1C=CC=CC=1.CN(C=O)C. The product is [F:1][C:2]1[CH:3]=[C:4]([CH:5]=[CH:6][C:7]=1[F:8])[CH2:9][C:10]1[O:12][N:26]=[C:20]([C:21]([O:23][CH2:24][CH3:25])=[O:22])[N:19]=1. The yield is 0.340. (7) The reactants are [F:1][C:2]1[CH:3]=[C:4]([CH:8]=[CH:9][CH:10]=1)[C:5](O)=[O:6].CCN=C=NCCCN(C)C.Cl.[CH3:23][NH:24][O:25][CH3:26].Cl. The catalyst is C(Cl)Cl.O. The product is [F:1][C:2]1[CH:3]=[C:4]([CH:8]=[CH:9][CH:10]=1)[C:5]([N:24]([O:25][CH3:26])[CH3:23])=[O:6]. The yield is 0.610. (8) The reactants are [F:1][C:2]1[CH:3]=[C:4]2[C:9](=[CH:10][CH:11]=1)[CH:8]=[N:7][C:6]([NH:12][C:13](=[O:44])[O:14][CH2:15][C@@H:16]([N:30]([CH3:43])[C:31]([NH:33][CH2:34][C:35]1[CH:40]=[CH:39][CH:38]=[C:37]([F:41])[C:36]=1[Cl:42])=[O:32])[CH2:17][NH:18][C:19](=[O:29])[CH2:20][NH:21]C(OC(C)(C)C)=O)=[CH:5]2.C(O)(C(F)(F)F)=O.Cl. The catalyst is C(Cl)Cl. The product is [F:1][C:2]1[CH:3]=[C:4]2[C:9](=[CH:10][CH:11]=1)[CH:8]=[N:7][C:6]([NH:12][C:13](=[O:44])[O:14][CH2:15][C@@H:16]([N:30]([CH3:43])[C:31]([NH:33][CH2:34][C:35]1[CH:40]=[CH:39][CH:38]=[C:37]([F:41])[C:36]=1[Cl:42])=[O:32])[CH2:17][NH:18][C:19](=[O:29])[CH2:20][NH2:21])=[CH:5]2. The yield is 0.930. (9) The reactants are [CH2:1]([C:5]1[N:6]=[C:7]([CH3:27])[NH:8][C:9](=[O:26])[C:10]=1[CH2:11][C:12]1[CH:17]=[CH:16][C:15]([C:18]2[C:19]([C:24]#[N:25])=[CH:20][CH:21]=[CH:22][CH:23]=2)=[CH:14][CH:13]=1)[CH2:2][CH2:3][CH3:4].C(=O)([O-])[O-].[K+].[K+].Cl[CH2:35][C:36]1[N:37]=[C:38]([C:41]2[CH:46]=[CH:45][CH:44]=[CH:43][N:42]=2)[S:39][CH:40]=1.CN(C)C=O. The catalyst is C(OCC)(=O)C. The product is [CH2:1]([C:5]1[N:6]=[C:7]([CH3:27])[N:8]([CH2:35][C:36]2[N:37]=[C:38]([C:41]3[CH:46]=[CH:45][CH:44]=[CH:43][N:42]=3)[S:39][CH:40]=2)[C:9](=[O:26])[C:10]=1[CH2:11][C:12]1[CH:17]=[CH:16][C:15]([C:18]2[C:19]([C:24]#[N:25])=[CH:20][CH:21]=[CH:22][CH:23]=2)=[CH:14][CH:13]=1)[CH2:2][CH2:3][CH3:4]. The yield is 0.440.